From a dataset of Reaction yield outcomes from USPTO patents with 853,638 reactions. Predict the reaction yield, written as a fraction of the theoretical maximum amount of product (1.0 means a 100% yield; for example, 0.34 means a 34% yield). (1) The reactants are [F:1][C:2]1[C:7]([N:8](CC2C=CC(OC)=CC=2)[S:9]([CH2:12][CH2:13][CH3:14])(=[O:11])=[O:10])=[CH:6][CH:5]=[C:4]([F:24])[C:3]=1[NH:25][C:26]([C:28]1[S:29][N:30]=[C:31]2[C:36]([NH:37][CH2:38][CH3:39])=[N:35][CH:34]=[N:33][C:32]=12)=[O:27].FC(F)(F)C(O)=O. No catalyst specified. The product is [F:1][C:2]1[C:7]([NH:8][S:9]([CH2:12][CH2:13][CH3:14])(=[O:10])=[O:11])=[CH:6][CH:5]=[C:4]([F:24])[C:3]=1[NH:25][C:26]([C:28]1[S:29][N:30]=[C:31]2[C:36]([NH:37][CH2:38][CH3:39])=[N:35][CH:34]=[N:33][C:32]=12)=[O:27]. The yield is 0.500. (2) The reactants are [F:1][C:2]1[CH:7]=[CH:6][C:5](N)=[CH:4][C:3]=1[O:9][CH3:10].N([O-])=O.[Na+].[I-:15].[K+]. The catalyst is O.S(=O)(=O)(O)O. The product is [F:1][C:2]1[CH:7]=[CH:6][C:5]([I:15])=[CH:4][C:3]=1[O:9][CH3:10]. The yield is 0.990. (3) The reactants are [CH3:1][C:2]1([C:5]([N:7]2[CH2:12][CH2:11][CH:10]([C:13]([OH:15])=O)[CH2:9][CH2:8]2)=[O:6])[CH2:4][CH2:3]1.F[P-](F)(F)(F)(F)F.N1(OC(N(C)C)=[N+](C)C)C2N=CC=CC=2N=N1.C(N(CC)C(C)C)(C)C.[C:49]([O:53][C:54](=[O:69])[NH:55][CH:56]1[CH:60]([C:61]2[CH:66]=[CH:65][C:64]([Cl:67])=[C:63]([Cl:68])[CH:62]=2)[CH2:59][NH:58][CH2:57]1)([CH3:52])([CH3:51])[CH3:50]. The catalyst is CN(C=O)C.C(OCC)(=O)C. The product is [C:49]([O:53][C:54](=[O:69])[NH:55][CH:56]1[CH:60]([C:61]2[CH:66]=[CH:65][C:64]([Cl:67])=[C:63]([Cl:68])[CH:62]=2)[CH2:59][N:58]([C:13]([CH:10]2[CH2:9][CH2:8][N:7]([C:5]([C:2]3([CH3:1])[CH2:3][CH2:4]3)=[O:6])[CH2:12][CH2:11]2)=[O:15])[CH2:57]1)([CH3:52])([CH3:50])[CH3:51]. The yield is 0.870. (4) The reactants are [CH2:1]([N:3]1[CH:7]=[C:6]([C:8]2[CH:9]=[C:10]([CH:12]=[CH:13][CH:14]=2)[NH2:11])[C:5]([C:15]2[CH:20]=[CH:19][N:18]=[CH:17][CH:16]=2)=[N:4]1)[CH3:2].[F:21][C:22]1[CH:27]=[CH:26][CH:25]=[C:24]([N:28]=[C:29]=[O:30])[CH:23]=1. The catalyst is C(Cl)Cl. The product is [CH2:1]([N:3]1[CH:7]=[C:6]([C:8]2[CH:9]=[C:10]([NH:11][C:29]([NH:28][C:24]3[CH:25]=[CH:26][CH:27]=[C:22]([F:21])[CH:23]=3)=[O:30])[CH:12]=[CH:13][CH:14]=2)[C:5]([C:15]2[CH:16]=[CH:17][N:18]=[CH:19][CH:20]=2)=[N:4]1)[CH3:2]. The yield is 0.730. (5) The reactants are [Cl:1][C:2]1[CH:3]=[CH:4][C:5]([C:24]([NH2:26])=O)=[C:6]2[C:10]=1[N:9]=[C:8]1[N:11]([C:15]3[C:20]([CH3:21])=[CH:19][C:18]([Cl:22])=[CH:17][C:16]=3[Cl:23])[CH2:12][CH2:13][CH2:14][N:7]21.S(Cl)(Cl)=O.C(=O)([O-])O.[Na+]. The catalyst is CN(C)C=O. The product is [Cl:1][C:2]1[CH:3]=[CH:4][C:5]([C:24]#[N:26])=[C:6]2[C:10]=1[N:9]=[C:8]1[N:11]([C:15]3[C:20]([CH3:21])=[CH:19][C:18]([Cl:22])=[CH:17][C:16]=3[Cl:23])[CH2:12][CH2:13][CH2:14][N:7]21. The yield is 0.670. (6) The reactants are [CH2:1]([O:5][C:6]1[CH:11]=[CH:10][C:9]([CH2:12][C:13]([OH:15])=O)=[CH:8][CH:7]=1)[CH2:2][CH2:3][CH3:4].CN(C)C=O.C(N1C=CN=C1)(N1C=CN=C1)=O.[N:33]1([C:39]2[C:40]([C:45]#[N:46])=[N:41][CH:42]=[CH:43][CH:44]=2)[CH2:38][CH2:37][NH:36][CH2:35][CH2:34]1. The catalyst is C(OCC)(=O)C. The product is [CH2:1]([O:5][C:6]1[CH:7]=[CH:8][C:9]([CH2:12][C:13]([N:36]2[CH2:37][CH2:38][N:33]([C:39]3[C:40]([C:45]#[N:46])=[N:41][CH:42]=[CH:43][CH:44]=3)[CH2:34][CH2:35]2)=[O:15])=[CH:10][CH:11]=1)[CH2:2][CH2:3][CH3:4]. The yield is 0.310. (7) The reactants are [C:1]([O:4][CH:5]1[C:9]2[N:10]=[CH:11][N:12]=[C:13](Cl)[C:8]=2[C@H:7]([CH3:15])[CH2:6]1)(=[O:3])[CH3:2].[C:16]([N:23]1[CH2:28][CH2:27][NH:26][CH2:25][CH2:24]1)([O:18][C:19]([CH3:22])([CH3:21])[CH3:20])=[O:17]. The catalyst is CN1C(=O)CCC1.C(OCC)(=O)C. The product is [C:1]([O:4][CH:5]1[C:9]2[N:10]=[CH:11][N:12]=[C:13]([N:26]3[CH2:25][CH2:24][N:23]([C:16]([O:18][C:19]([CH3:22])([CH3:21])[CH3:20])=[O:17])[CH2:28][CH2:27]3)[C:8]=2[C@H:7]([CH3:15])[CH2:6]1)(=[O:3])[CH3:2]. The yield is 0.720.